Dataset: Cav3 T-type calcium channel HTS with 100,875 compounds. Task: Binary Classification. Given a drug SMILES string, predict its activity (active/inactive) in a high-throughput screening assay against a specified biological target. (1) The compound is Brc1cc(C(=O)Nc2ccc(N3CCCCC3)cc2)cnc1. The result is 0 (inactive). (2) The compound is O=C1N(C(C)C(=O)Nc2cc(ccc2)C(OC)=O)C(=O)c2c1cccc2. The result is 0 (inactive). (3) The molecule is S(=O)(=O)(CCC(N1Cc2c(C1=O)cccc2)C(=O)Nc1c(OC)cc(OC)cc1)C. The result is 0 (inactive). (4) The molecule is Brc1ccc(C2n3c4c([nH]c3=NC(=N2)N)cccc4)cc1. The result is 0 (inactive). (5) The result is 0 (inactive). The compound is O=C1N(C(c2c1n[nH]c2C)c1ccccc1)c1ccc(cc1)C(OCC)=O. (6) The molecule is O1CCN(c2n(CC(O)COc3ccc(cc3)C)c3c(n2)n(c(=O)[nH]c3=O)C)CC1. The result is 0 (inactive). (7) The drug is S1C(N(c2cc(ccc2)C)CC(O)=O)C(=O)N(C1=O)c1cc(ccc1)C. The result is 0 (inactive).